This data is from Reaction yield outcomes from USPTO patents with 853,638 reactions. The task is: Predict the reaction yield, written as a fraction of the theoretical maximum amount of product (1.0 means a 100% yield; for example, 0.34 means a 34% yield). (1) The reactants are [C:1]([OH:4])(=O)[CH3:2].CN(C(ON1N=NC2C=CC=NC1=2)=[N+](C)C)C.F[P-](F)(F)(F)(F)F.C(N(CC)CC)C.[NH2:36][C:37]1[N:42]=[CH:41][C:40]([C:43]2[CH:65]=[CH:64][C:46]3[N:47]([C:60]([CH3:63])([CH3:62])[CH3:61])[C:48]([C:50]4[CH:59]=[CH:58][CH:57]=[CH:56][C:51]=4[C:52]([NH:54]O)=[NH:53])=[N:49][C:45]=3[CH:44]=2)=[CH:39][N:38]=1. The catalyst is CN(C=O)C. The product is [C:60]([N:47]1[C:46]2[CH:64]=[CH:65][C:43]([C:40]3[CH:41]=[N:42][C:37]([NH2:36])=[N:38][CH:39]=3)=[CH:44][C:45]=2[N:49]=[C:48]1[C:50]1[CH:59]=[CH:58][CH:57]=[CH:56][C:51]=1[C:52]1[N:54]=[C:1]([CH3:2])[O:4][N:53]=1)([CH3:63])([CH3:61])[CH3:62]. The yield is 0.0800. (2) The reactants are Cl[C:2]1[C:7]2=[C:8]([CH3:16])[C:9]([C:11]([O:13][CH2:14][CH3:15])=[O:12])=[CH:10][N:6]2[N:5]=[CH:4][N:3]=1.[F:17][C:18]1[CH:23]=[C:22]([N+:24]([O-:26])=[O:25])[CH:21]=[CH:20][C:19]=1[OH:27].C([O-])([O-])=O.[K+].[K+].CN(C=O)C. The catalyst is O. The product is [F:17][C:18]1[CH:23]=[C:22]([N+:24]([O-:26])=[O:25])[CH:21]=[CH:20][C:19]=1[O:27][C:2]1[C:7]2=[C:8]([CH3:16])[C:9]([C:11]([O:13][CH2:14][CH3:15])=[O:12])=[CH:10][N:6]2[N:5]=[CH:4][N:3]=1. The yield is 1.00. (3) The reactants are C([O-])(O)=[O:2].[Na+].[OH:6][CH2:7][C@@H:8]1[O:13][CH2:12][CH2:11][N:10]([C:14]([O:16][C:17]([CH3:20])([CH3:19])[CH3:18])=[O:15])[CH2:9]1.[Na+].[Br-].ClN1C(=O)N(Cl)C(=O)N(Cl)C1=O. The catalyst is CC(C)=O.CC1(C)N([O])C(C)(C)CCC1.CC(O)C. The product is [C:17]([O:16][C:14]([N:10]1[CH2:11][CH2:12][O:13][C@@H:8]([C:7]([OH:2])=[O:6])[CH2:9]1)=[O:15])([CH3:20])([CH3:19])[CH3:18]. The yield is 0.920. (4) The reactants are [Cl:1][C:2]1[CH:3]=[C:4]([CH2:9][C:10]#[N:11])[CH:5]=[CH:6][C:7]=1[Cl:8].[CH2:12]([C@H:14]1[O:16][CH2:15]1)Cl.C[Si]([N-][Si](C)(C)C)(C)C.[Na+]. The catalyst is O1CCCC1. The product is [NH2:11][CH2:10][C@:9]1([C:4]2[CH:5]=[CH:6][C:7]([Cl:8])=[C:2]([Cl:1])[CH:3]=2)[CH2:12][C@@H:14]1[CH2:15][OH:16]. The yield is 1.00. (5) The reactants are [NH2:1][C@@H:2]([C:6]([OH:8])=[O:7])[C@H:3]([CH3:5])[OH:4].C([O-])(O)=O.[Na+].C(=O)([O-])OC1C(C)=C([C:23]2[CH:31]=[CH:30][C:26]3[O:27][CH2:28][O:29][C:25]=3[CH:24]=2)C=CN=1.[O:34]1[C:38]2C=CC(C3C=CN(C([O-])=O)C(=O)C=3C)=CC=2[O:36][CH2:35]1. The catalyst is O.C1COCC1. The product is [O:27]1[C:26]2[CH:30]=[CH:31][C:23]([N:1]([C:35]([O:34][CH3:38])=[O:36])[C@H:2]([C@@H:3]([OH:4])[CH3:5])[C:6]([OH:8])=[O:7])=[CH:24][C:25]=2[O:29][CH2:28]1. The yield is 0.920. (6) The reactants are CO[C:3](=[O:21])[C:4]([OH:20])=[CH:5][C:6](=[O:19])[N:7]([CH2:10][C:11]1[CH:16]=[CH:15][C:14]([F:17])=[CH:13][C:12]=1[F:18])[O:8][CH3:9].C=O.CN.ClC1C=C(C=CC=1Cl)[CH2:30][N:31](C)[C:32](C1CN(C)C(=O)C=1O)=O. No catalyst specified. The product is [F:18][C:12]1[CH:13]=[C:14]([F:17])[CH:15]=[CH:16][C:11]=1[CH2:10][N:7]([O:8][CH3:9])[C:6]([C:5]1[CH2:30][N:31]([CH3:32])[C:3](=[O:21])[C:4]=1[OH:20])=[O:19]. The yield is 0.550. (7) The reactants are COC(=O)[CH2:4][C:5]1[C:10]([Br:11])=[CH:9][CH:8]=[CH:7][C:6]=1[N+:12]([O-:14])=[O:13].[OH-:16].[K+]. The catalyst is O. The product is [Br:11][C:10]1[CH:9]=[CH:8][CH:7]=[C:6]([N+:12]([O-:14])=[O:13])[C:5]=1[CH2:4][OH:16]. The yield is 0.830. (8) The reactants are C(OC([NH:8][CH2:9][CH2:10][CH:11]([C:19]1[N:20]=[C:21]([N:27]2[CH2:32][CH2:31][O:30][CH2:29][CH2:28]2)[S:22][C:23]=1[C:24]([OH:26])=[O:25])[C:12]1[CH:17]=[CH:16][C:15]([Cl:18])=[CH:14][CH:13]=1)=O)(C)(C)C.Cl.O1CCOCC1. The catalyst is C(Cl)Cl. The product is [ClH:18].[NH2:8][CH2:9][CH2:10][CH:11]([C:19]1[N:20]=[C:21]([N:27]2[CH2:32][CH2:31][O:30][CH2:29][CH2:28]2)[S:22][C:23]=1[C:24]([OH:26])=[O:25])[C:12]1[CH:17]=[CH:16][C:15]([Cl:18])=[CH:14][CH:13]=1. The yield is 1.08.